Task: Predict the reactants needed to synthesize the given product.. Dataset: Full USPTO retrosynthesis dataset with 1.9M reactions from patents (1976-2016) (1) Given the product [Cl:1][C:2]1[C:11]2[C:6](=[CH:7][C:8]([F:13])=[CH:9][C:10]=2[F:12])[N:5]=[C:4]([C:14]2[CH:19]=[C:18]([F:20])[CH:17]=[CH:16][C:15]=2[S:26]([CH3:30])(=[O:28])=[O:25])[C:3]=1[CH3:23], predict the reactants needed to synthesize it. The reactants are: [Cl:1][C:2]1[C:11]2[C:6](=[CH:7][C:8]([F:13])=[CH:9][C:10]=2[F:12])[N:5]=[C:4]([C:14]2[CH:19]=[C:18]([F:20])[CH:17]=[CH:16][C:15]=2SC)[C:3]=1[CH3:23].O[O:25][S:26]([O-:28])=O.[K+].[CH2:30]1COCC1. (2) Given the product [C:2]([C:6]1[CH:11]=[CH:10][C:9]([S:12]([NH:15][C:16]2[C:21]([O:22][C:23]3[CH:28]=[CH:27][CH:26]=[CH:25][C:24]=3[O:29][CH3:30])=[C:20]([O:46][CH2:48][CH2:54][C:38]([CH3:39])([CH3:40])[CH3:41])[N:19]=[C:18]([C:32]3[N:37]=[CH:36][CH:35]=[CH:34][N:33]=3)[N:17]=2)(=[O:14])=[O:13])=[CH:8][CH:7]=1)([CH3:5])([CH3:4])[CH3:3], predict the reactants needed to synthesize it. The reactants are: [K].[C:2]([C:6]1[CH:11]=[CH:10][C:9]([S:12]([NH:15][C:16]2[C:21]([O:22][C:23]3[CH:28]=[CH:27][CH:26]=[CH:25][C:24]=3[O:29][CH3:30])=[C:20](Cl)[N:19]=[C:18]([C:32]3[N:37]=[CH:36][CH:35]=[CH:34][N:33]=3)[N:17]=2)(=[O:14])=[O:13])=[CH:8][CH:7]=1)([CH3:5])([CH3:4])[CH3:3].[C:38](OCCO)([CH3:41])([CH3:40])[CH3:39].[OH-:46].[Na+].[C:48]1([CH3:54])C=CC=CC=1. (3) Given the product [Cl:38][C:39]1[CH:67]=[C:66]([O:68][CH2:69][CH2:70][CH2:71][CH2:72][CH3:73])[CH:65]=[CH:64][C:40]=1[CH2:41][N:42]1[C:46]2[CH:47]=[C:48]([C:52]3[O:53][C:54]([C:58]([O:60][CH2:61][CH3:62])=[O:59])=[C:55]([CH3:57])[N:56]=3)[CH:49]=[C:50]([CH3:51])[C:45]=2[N:44]=[C:43]1[CH3:63].[Cl:38][C:39]1[CH:67]=[C:66]([O:68][CH2:69][CH2:70][CH2:71][CH2:72][CH3:73])[CH:65]=[CH:64][C:40]=1[CH2:41][N:42]1[C:46]2[CH:47]=[C:48]([C:52]3[NH:5][C:54]([C:58]([O:60][CH2:61][CH3:62])=[O:59])=[C:55]([CH3:57])[N:56]=3)[CH:49]=[C:50]([CH3:51])[C:45]=2[N:44]=[C:43]1[CH3:63], predict the reactants needed to synthesize it. The reactants are: ClC1C=C(OCCCCC)C=CC=1C[N:5]1C2C=C(C(OC(C(OCC)=O)C(=O)C)=O)C=C(C)C=2N=C1C.[Cl:38][C:39]1[CH:67]=[C:66]([O:68][CH2:69][CH2:70][CH2:71][CH2:72][CH3:73])[CH:65]=[CH:64][C:40]=1[CH2:41][N:42]1[C:46]2[CH:47]=[C:48]([C:52]3[O:53][C:54]([C:58]([O:60][CH2:61][CH3:62])=[O:59])=[C:55]([CH3:57])[N:56]=3)[CH:49]=[C:50]([CH3:51])[C:45]=2[N:44]=[C:43]1[CH3:63]. (4) Given the product [F:7][C:8]1[CH:9]=[C:10]([CH:11]=[CH:12][C:13]=1[F:14])[O:15][CH2:24][C:23]([NH:22]/[C:20](/[CH3:21])=[CH:19]\[C:18]([O:17][CH3:16])=[O:27])=[O:26], predict the reactants needed to synthesize it. The reactants are: C([O-])([O-])=O.[K+].[K+].[F:7][C:8]1[CH:9]=[C:10]([OH:15])[CH:11]=[CH:12][C:13]=1[F:14].[CH3:16][O:17][C:18](=[O:27])/[CH:19]=[C:20](\[NH:22][C:23](=[O:26])[CH2:24]Br)/[CH3:21]. (5) Given the product [OH:35][CH2:36][C:37]1[C:42]([C:6]2[CH:5]=[C:4]([NH:17][C:18]3[CH:23]=[CH:22][C:21]([N:24]4[CH2:25][CH2:26][N:27]([CH3:30])[CH2:28][CH2:29]4)=[CH:20][N:19]=3)[C:3](=[O:31])[N:2]([CH3:1])[CH:7]=2)=[CH:41][CH:40]=[CH:39][C:38]=1[N:52]1[CH2:64][CH2:63][C:62]2[N:61]3[C:56]([CH2:57][CH2:58][CH2:59][CH2:60]3)=[CH:55][C:54]=2[C:53]1=[O:65], predict the reactants needed to synthesize it. The reactants are: [CH3:1][N:2]1[CH:7]=[C:6](B2OC(C)(C)C(C)(C)O2)[CH:5]=[C:4]([NH:17][C:18]2[CH:23]=[CH:22][C:21]([N:24]3[CH2:29][CH2:28][N:27]([CH3:30])[CH2:26][CH2:25]3)=[CH:20][N:19]=2)[C:3]1=[O:31].C([O:35][CH2:36][C:37]1[C:42](B2OC(C)(C)C(C)(C)O2)=[CH:41][CH:40]=[CH:39][C:38]=1[N:52]1[CH2:64][CH2:63][C:62]2[N:61]3[C:56]([CH2:57][CH2:58][CH2:59][CH2:60]3)=[CH:55][C:54]=2[C:53]1=[O:65])(=O)C.C(=O)([O-])[O-].[Na+].[Na+].O.[OH-].[Li+]. (6) Given the product [C:15]([O:19][C:20]([N:22]1[CH2:26][C@@H:25]2[CH2:24][C@H:23]1[C:28](=[O:29])[O:30]2)=[O:21])([CH3:16])([CH3:17])[CH3:18], predict the reactants needed to synthesize it. The reactants are: N(C(OC(C)C)=O)=NC(OC(C)C)=O.[C:15]([O:19][C:20]([N:22]1[CH2:26][C@H:25](O)[CH2:24][C@H:23]1[C:28]([OH:30])=[O:29])=[O:21])([CH3:18])([CH3:17])[CH3:16].C1(P(C2C=CC=CC=2)C2C=CC=CC=2)C=CC=CC=1. (7) Given the product [Br:15][C:16]1[S:20][C:19]([CH2:21][NH:6][C:5]2[CH:7]=[CH:8][C:9]([C:10]3[O:14][CH:13]=[N:12][CH:11]=3)=[C:3]([O:2][CH3:1])[CH:4]=2)=[CH:18][CH:17]=1, predict the reactants needed to synthesize it. The reactants are: [CH3:1][O:2][C:3]1[CH:4]=[C:5]([CH:7]=[CH:8][C:9]=1[C:10]1[O:14][CH:13]=[N:12][CH:11]=1)[NH2:6].[Br:15][C:16]1[S:20][C:19]([CH:21]=O)=[CH:18][CH:17]=1.